Dataset: Full USPTO retrosynthesis dataset with 1.9M reactions from patents (1976-2016). Task: Predict the reactants needed to synthesize the given product. (1) Given the product [CH:15]([C:17]1[CH:22]=[CH:21][CH:20]=[CH:19][C:18]=1[C:2]1[CH:11]=[CH:10][C:9]([N+:12]([O-:14])=[O:13])=[CH:8][C:3]=1[C:4]([O:6][CH3:7])=[O:5])=[O:16], predict the reactants needed to synthesize it. The reactants are: Br[C:2]1[CH:11]=[CH:10][C:9]([N+:12]([O-:14])=[O:13])=[CH:8][C:3]=1[C:4]([O:6][CH3:7])=[O:5].[CH:15]([C:17]1[CH:22]=[CH:21][CH:20]=[CH:19][C:18]=1B(O)O)=[O:16]. (2) Given the product [CH3:27][O:26][C:4]1[CH:3]=[C:2]([N:31]2[CH:32]=[CH:33][CH:34]=[C:30]2[C:28]#[N:29])[CH:7]=[CH:6][C:5]=1[C:8]1[C:12]2=[N:13][C:14]([CH3:24])=[CH:15][C:16]([O:17][CH:18]([CH2:21][O:22][CH3:23])[CH2:19][CH3:20])=[C:11]2[N:10]([CH3:25])[N:9]=1, predict the reactants needed to synthesize it. The reactants are: Br[C:2]1[CH:7]=[CH:6][C:5]([C:8]2[C:12]3=[N:13][C:14]([CH3:24])=[CH:15][C:16]([O:17][CH:18]([CH2:21][O:22][CH3:23])[CH2:19][CH3:20])=[C:11]3[N:10]([CH3:25])[N:9]=2)=[C:4]([O:26][CH3:27])[CH:3]=1.[C:28]([C:30]1[NH:31][CH:32]=[CH:33][CH:34]=1)#[N:29]. (3) Given the product [Cl:15][CH2:16][CH2:17][CH2:18][CH2:19][C:20]([NH:8][NH:7][C:1]1[CH:6]=[CH:5][CH:4]=[CH:3][CH:2]=1)=[O:21], predict the reactants needed to synthesize it. The reactants are: [C:1]1([NH:7][NH2:8])[CH:6]=[CH:5][CH:4]=[CH:3][CH:2]=1.C([O-])([O-])=O.[Na+].[Na+].[Cl:15][CH2:16][CH2:17][CH2:18][CH2:19][C:20](Cl)=[O:21]. (4) The reactants are: [O:1]1[CH2:6][CH2:5][N:4]([CH2:7][C@H:8]2[CH2:13][CH2:12][C@H:11]([NH:14]C(=O)OCC3C=CC=CC=3)[CH2:10][CH2:9]2)[CH2:3][CH2:2]1.CCO. Given the product [O:1]1[CH2:2][CH2:3][N:4]([CH2:7][C@H:8]2[CH2:13][CH2:12][C@H:11]([NH2:14])[CH2:10][CH2:9]2)[CH2:5][CH2:6]1, predict the reactants needed to synthesize it.